Dataset: Reaction yield outcomes from USPTO patents with 853,638 reactions. Task: Predict the reaction yield, written as a fraction of the theoretical maximum amount of product (1.0 means a 100% yield; for example, 0.34 means a 34% yield). (1) The reactants are CC1(C)[O:6][CH:5]([CH2:7][O:8][NH:9][C:10]([C:12]2[C:20]([NH:21][C:22]3[CH:27]=[CH:26][C:25]([I:28])=[CH:24][C:23]=3[F:29])=[C:19]([F:30])[C:15]3[N:16]=[CH:17][O:18][C:14]=3[CH:13]=2)=[O:11])[CH2:4][O:3]1.FC(F)(F)C(O)=O. The catalyst is C(Cl)Cl. The product is [OH:6][CH:5]([CH2:4][OH:3])[CH2:7][O:8][NH:9][C:10]([C:12]1[C:20]([NH:21][C:22]2[CH:27]=[CH:26][C:25]([I:28])=[CH:24][C:23]=2[F:29])=[C:19]([F:30])[C:15]2[N:16]=[CH:17][O:18][C:14]=2[CH:13]=1)=[O:11]. The yield is 0.480. (2) The reactants are [CH2:1]([O:3][C:4]1[CH:9]=[CH:8][NH:7][C:6](=[O:10])[C:5]=1[C:11]([O:13][CH2:14][CH3:15])=[O:12])[CH3:2].[F:16][C:17]1[CH:22]=[CH:21][C:20](B(O)O)=[CH:19][CH:18]=1.N1C=CC=CC=1. The catalyst is C(Cl)Cl. The product is [CH2:1]([O:3][C:4]1[CH:9]=[CH:8][N:7]([C:20]2[CH:21]=[CH:22][C:17]([F:16])=[CH:18][CH:19]=2)[C:6](=[O:10])[C:5]=1[C:11]([O:13][CH2:14][CH3:15])=[O:12])[CH3:2]. The yield is 0.950. (3) The reactants are [F-:1].[K+].[N+]([C:6]1[CH:19]=[C:18]([N+:20]([O-:22])=[O:21])[CH:17]=[CH:16][C:7]=1[C:8]([NH:10][C@@H:11]([CH3:15])[C:12]([OH:14])=[O:13])=[O:9])([O-])=O.C1OCCOCCOCCOCCOCCOC1. The catalyst is CS(C)=O. The product is [F:1][C:6]1[CH:19]=[C:18]([N+:20]([O-:22])=[O:21])[CH:17]=[CH:16][C:7]=1[C:8]([NH:10][C@@H:11]([CH3:15])[C:12]([OH:14])=[O:13])=[O:9]. The yield is 0.650. (4) The reactants are CC([O:5][CH2:6][C:7]1[C:11]([CH2:12][OH:13])=[C:10]([CH:14]([CH3:16])[CH3:15])[O:9][N:8]=1)(C)C.O[C:18]1[CH:23]=[CH:22][C:21]([C:24]2[CH:25]=[C:26]3[C:31](=[CH:32][CH:33]=2)[N:30]=[C:29]([C:34]([O:36][CH3:37])=[O:35])[CH:28]=[CH:27]3)=[CH:20][CH:19]=1.C1(P(C2C=CC=CC=2)C2C=CC=CC=2)C=CC=CC=1.N(C(OC(C)C)=O)=NC(OC(C)C)=O.FC(F)(F)C(O)=O. The catalyst is ClCCl. The product is [OH:5][CH2:6][C:7]1[C:11]([CH2:12][O:13][C:18]2[CH:19]=[CH:20][C:21]([C:24]3[CH:25]=[C:26]4[C:31](=[CH:32][CH:33]=3)[N:30]=[C:29]([C:34]([O:36][CH3:37])=[O:35])[CH:28]=[CH:27]4)=[CH:22][CH:23]=2)=[C:10]([CH:14]([CH3:15])[CH3:16])[O:9][N:8]=1. The yield is 0.540. (5) The catalyst is CCO.O1CCOCC1. The product is [CH3:4][C:5]1[CH:10]=[CH:9][C:8]([NH2:11])=[CH:7][C:6]=1[C:14]1[CH:15]=[N:16][CH:17]=[CH:18][CH:19]=1. The yield is 0.440. The reactants are [Sn](Cl)Cl.[CH3:4][C:5]1[CH:10]=[CH:9][C:8]([N+:11]([O-])=O)=[CH:7][C:6]=1[C:14]1[CH:15]=[N:16][CH:17]=[CH:18][CH:19]=1. (6) The reactants are [OH:1][C:2]1[C:9]([OH:10])=[CH:8][CH:7]=[CH:6][C:3]=1[CH:4]=[O:5].[C:11](=[O:14])([O-])[O-:12].[K+].[K+].[Cl:17][C:18]1[CH:25]=[CH:24][CH:23]=[CH:22][C:19]=1[CH2:20]Cl.O. The catalyst is CCO. The product is [Cl:17][C:18]1[CH:25]=[CH:24][CH:23]=[CH:22][C:19]=1[CH2:20][O:1][C:2]1[C:9]([O:10][CH2:20][C:19]2[CH:22]=[CH:23][CH:24]=[CH:25][C:18]=2[Cl:17])=[CH:8][CH:7]=[CH:6][C:3]=1[CH:4]([OH:5])[C:11]([OH:12])=[O:14]. The yield is 0.710. (7) The reactants are [CH2:1]([O:3][C:4]1[CH:9]=[CH:8][C:7]([S:10]([N:13]2[CH2:18][CH2:17][N:16]([CH2:19][CH2:20][OH:21])[CH2:15][CH2:14]2)(=[O:12])=[O:11])=[CH:6][C:5]=1[C:22]1[NH:27][C:26](=[O:28])[C:25]2=[C:29]([CH3:35])[N:30]=[C:31]([CH2:32][CH2:33][CH3:34])[N:24]2[N:23]=1)[CH3:2].[ClH:36]. The catalyst is CCOCC. The product is [ClH:36].[CH2:1]([O:3][C:4]1[CH:9]=[CH:8][C:7]([S:10]([N:13]2[CH2:18][CH2:17][N:16]([CH2:19][CH2:20][OH:21])[CH2:15][CH2:14]2)(=[O:12])=[O:11])=[CH:6][C:5]=1[C:22]1[NH:27][C:26](=[O:28])[C:25]2=[C:29]([CH3:35])[N:30]=[C:31]([CH2:32][CH2:33][CH3:34])[N:24]2[N:23]=1)[CH3:2]. The yield is 1.00. (8) The reactants are Cl[C:2]1[C:3]2[S:22][CH2:21][CH2:20][C:4]=2[N:5]=[C:6]([N:8]2[CH2:13][CH2:12][N:11]([C:14]3[CH:19]=[CH:18][CH:17]=[CH:16][CH:15]=3)[CH2:10][CH2:9]2)[N:7]=1. The catalyst is C1(N)CCCCC1. The product is [CH:14]1([NH:11][C:2]2[C:3]3[S:22][CH2:21][CH2:20][C:4]=3[N:5]=[C:6]([N:8]3[CH2:13][CH2:12][N:11]([C:14]4[CH:19]=[CH:18][CH:17]=[CH:16][CH:15]=4)[CH2:10][CH2:9]3)[N:7]=2)[CH2:19][CH2:18][CH2:17][CH2:16][CH2:15]1. The yield is 0.340. (9) The reactants are [C:1]([C:5]1[C:12]2[S:11][C:10]([NH2:13])=[N:9][C:8]=2[NH:7][N:6]=1)([CH3:4])([CH3:3])[CH3:2].N1C=CC=CC=1.[O:20]1[CH:24]=[CH:23][CH:22]=[C:21]1[C:25](Cl)=[O:26].C(O)C(N)(CO)CO. The product is [C:1]([C:5]1[C:12]2[S:11][C:10]([NH:13][C:25]([C:21]3[O:20][CH:24]=[CH:23][CH:22]=3)=[O:26])=[N:9][C:8]=2[NH:7][N:6]=1)([CH3:4])([CH3:2])[CH3:3]. The catalyst is CN(C1C=CN=CC=1)C.C1COCC1. The yield is 0.820. (10) The yield is 0.580. The catalyst is CS(C)=O. The reactants are [OH-:1].[K+].[CH2:3]([OH:7])[CH2:4][CH2:5][OH:6].Br[CH2:9][CH2:10][CH2:11][C:12]1[CH:17]=[CH:16][C:15]([O:18][CH2:19][C:20]2[CH:25]=[CH:24][CH:23]=[CH:22][CH:21]=2)=[CH:14][C:13]=1[O:26][CH2:27][C:28]1[CH:33]=[CH:32][CH:31]=[CH:30][CH:29]=1. The product is [CH2:19]([O:6][C:5]1[CH:4]=[C:3]([O:7][CH2:27][C:28]2[CH:29]=[CH:30][CH:31]=[CH:32][CH:33]=2)[CH:9]=[CH:10][C:11]=1[CH2:12][CH2:17][CH2:16][O:1][CH2:13][CH2:14][CH2:15][O:18][CH2:9][CH2:10][CH2:11][C:12]1[CH:17]=[CH:16][C:15]([O:18][CH2:19][C:20]2[CH:25]=[CH:24][CH:23]=[CH:22][CH:21]=2)=[CH:14][C:13]=1[O:26][CH2:27][C:28]1[CH:33]=[CH:32][CH:31]=[CH:30][CH:29]=1)[C:20]1[CH:25]=[CH:24][CH:23]=[CH:22][CH:21]=1.